Dataset: Catalyst prediction with 721,799 reactions and 888 catalyst types from USPTO. Task: Predict which catalyst facilitates the given reaction. Reactant: C([O:8][C:9]1[CH:14]=[CH:13][N:12]2[CH:15]=[N:16][N:17]=[C:11]2[CH:10]=1)C1C=CC=CC=1. Product: [N:17]1[N:16]=[CH:15][N:12]2[CH:13]=[CH:14][C:9]([OH:8])=[CH:10][C:11]=12. The catalyst class is: 29.